This data is from Forward reaction prediction with 1.9M reactions from USPTO patents (1976-2016). The task is: Predict the product of the given reaction. (1) Given the reactants [C:1]([N:5]1[CH:9]=[C:8]([NH:10][C:11]([NH:13][C:14]2[CH:19]=[C:18]([C:20]3[C:31](=[O:32])[N:30]([CH3:33])[C:23]4[N:24]=[C:25]([NH:28][CH3:29])[N:26]=[CH:27][C:22]=4[CH:21]=3)[C:17]([CH3:34])=[CH:16][C:15]=2[F:35])=[O:12])[CH:7]=[N:6]1)([CH3:4])([CH3:3])[CH3:2].[CH:36]1(N)C[CH2:37]1, predict the reaction product. The product is: [C:1]([N:5]1[CH:9]=[C:8]([NH:10][C:11]([NH:13][C:14]2[CH:19]=[C:18]([C:20]3[C:31](=[O:32])[N:30]([CH3:33])[C:23]4[N:24]=[C:25]([NH:28][CH:29]5[CH2:37][CH2:36]5)[N:26]=[CH:27][C:22]=4[CH:21]=3)[C:17]([CH3:34])=[CH:16][C:15]=2[F:35])=[O:12])[CH:7]=[N:6]1)([CH3:3])([CH3:2])[CH3:4]. (2) Given the reactants [CH3:1][S:2][CH2:3][O:4]CSC.[P:8]([O-])([O:18][CH2:19][C:20]1C=CC=[CH:22][CH:21]=1)([O:10][CH2:11][C:12]1C=CC=[CH:14][CH:13]=1)=[O:9].IN1C(=O)CCC1=O, predict the reaction product. The product is: [CH3:1][S:2][CH2:3][O:4][P:8]([O:10][CH2:11][CH2:12][CH2:13][CH3:14])([O:18][CH2:19][CH2:20][CH2:21][CH3:22])=[O:9]. (3) Given the reactants NC1C=C(C(O)=O)C(O)=CC=1.[OH:12][CH:13]1[O:32][C@H:31](CO)[C@@H:18]([O:19][C@@H]2O[C@H](CO)[C@H](O)[C@H](O)[C@H]2O)[C@H:16]([OH:17])[C@H:14]1[OH:15].C([O-])(=O)CCCCCCCCCCCCCCCCC.[Mg+2].C([O-])(=O)CCCCCCCCCCCCCCCCC, predict the reaction product. The product is: [CH2:31]([OH:32])[CH:18]([OH:19])[CH:16]([OH:17])[CH:14]([OH:15])[CH:13]=[O:12]. (4) Given the reactants Br[C:2]1[CH:3]=[CH:4][CH:5]=[C:6]2[C:11]=1[N:10]=[C:9]([NH:12][C:13]1[CH:18]=[CH:17][C:16]([N:19]3[CH2:24][CH2:23][N:22]([CH3:25])[CH2:21][CH2:20]3)=[CH:15][CH:14]=1)[N:8]=[CH:7]2.[NH2:26][C:27]1[CH:28]=[C:29](B(O)O)[CH:30]=[CH:31][CH:32]=1.C([O-])([O-])=O.[Na+].[Na+], predict the reaction product. The product is: [NH2:26][C:27]1[CH:32]=[C:31]([C:2]2[CH:3]=[CH:4][CH:5]=[C:6]3[C:11]=2[N:10]=[C:9]([NH:12][C:13]2[CH:18]=[CH:17][C:16]([N:19]4[CH2:20][CH2:21][N:22]([CH3:25])[CH2:23][CH2:24]4)=[CH:15][CH:14]=2)[N:8]=[CH:7]3)[CH:30]=[CH:29][CH:28]=1. (5) Given the reactants [H-].[H-].[H-].[H-].[Li+].[Al+3].[Cl:7][C:8]1[CH:9]=[C:10]([CH:14]([OH:17])[C:15]#[N:16])[CH:11]=[CH:12][CH:13]=1.[OH-].[Na+], predict the reaction product. The product is: [NH2:16][CH2:15][CH:14]([C:10]1[CH:11]=[CH:12][CH:13]=[C:8]([Cl:7])[CH:9]=1)[OH:17]. (6) Given the reactants [Cl:1][C:2]1[CH:7]=[C:6]([C:8]2[C:9]3[CH:16]=[C:15]([CH2:17]Br)[CH:14]=[CH:13][C:10]=3[S:11][CH:12]=2)[C:5]([CH3:19])=[CH:4][N:3]=1.[OH:20][C:21]1[N:26]=[CH:25][C:24]([C@@H:27]([C:34]#[C:35][CH3:36])[CH2:28][C:29]([O:31][CH2:32][CH3:33])=[O:30])=[CH:23][CH:22]=1, predict the reaction product. The product is: [Cl:1][C:2]1[CH:7]=[C:6]([C:8]2[C:9]3[CH:16]=[C:15]([CH2:17][O:20][C:21]4[N:26]=[CH:25][C:24]([C@@H:27]([C:34]#[C:35][CH3:36])[CH2:28][C:29]([O:31][CH2:32][CH3:33])=[O:30])=[CH:23][CH:22]=4)[CH:14]=[CH:13][C:10]=3[S:11][CH:12]=2)[C:5]([CH3:19])=[CH:4][N:3]=1. (7) Given the reactants FC(F)(F)C(O)=O.[CH3:8][C:9](=[CH2:29])[CH2:10][C:11]1([C:24]([O:26]CC)=[O:25])[CH2:16][CH2:15][N:14](C(OC(C)(C)C)=O)[CH2:13][CH2:12]1, predict the reaction product. The product is: [CH3:8][C:9]1([CH3:29])[CH2:10][C:11]2([CH2:16][CH2:15][NH:14][CH2:13][CH2:12]2)[C:24](=[O:26])[O:25]1. (8) Given the reactants [CH3:1][C:2]1[CH:7]=[CH:6][C:5]([C:8]2[CH:13]=[C:12]([C:14](=[O:24])[NH:15][CH2:16][C:17]3[CH:18]=[N:19][C:20]([CH3:23])=[CH:21][CH:22]=3)[CH:11]=[C:10]([C:25](O)=[O:26])[CH:9]=2)=[CH:4][CH:3]=1.Cl.[F:29][C:30]([F:35])([F:34])[CH2:31][NH:32][CH3:33].F[P-](F)(F)(F)(F)F.C[N+](C)=C(N(C)C)ON1C2N=CC=CC=2N=N1.C(N(CC)C(C)C)(C)C, predict the reaction product. The product is: [CH3:33][N:32]([CH2:31][C:30]([F:35])([F:34])[F:29])[C:25]([C:10]1[CH:9]=[C:8]([C:5]2[CH:4]=[CH:3][C:2]([CH3:1])=[CH:7][CH:6]=2)[CH:13]=[C:12]([C:14]([NH:15][CH2:16][C:17]2[CH:18]=[N:19][C:20]([CH3:23])=[CH:21][CH:22]=2)=[O:24])[CH:11]=1)=[O:26]. (9) The product is: [F:30][C:13]1[C:14]([NH:16][CH:17]([C:24]2([CH3:29])[CH2:28][CH2:27][CH2:26][CH2:25]2)[CH2:18][C:19]([O:21][CH2:22][CH3:23])=[O:20])=[N:15][C:10]([C:40]2[C:34]3[C:35](=[N:36][CH:37]=[C:32]([F:31])[CH:33]=3)[N:38]([C:50]([C:51]3[CH:52]=[CH:53][CH:54]=[CH:55][CH:56]=3)([C:57]3[CH:58]=[CH:59][CH:60]=[CH:61][CH:62]=3)[C:63]3[CH:68]=[CH:67][CH:66]=[CH:65][CH:64]=3)[N:39]=2)=[N:11][CH:12]=1. Given the reactants [O-]P([O-])([O-])=O.[K+].[K+].[K+].Cl[C:10]1[N:15]=[C:14]([NH:16][CH:17]([C:24]2([CH3:29])[CH2:28][CH2:27][CH2:26][CH2:25]2)[CH2:18][C:19]([O:21][CH2:22][CH3:23])=[O:20])[C:13]([F:30])=[CH:12][N:11]=1.[F:31][C:32]1[CH:33]=[C:34]2[C:40](B3OC(C)(C)C(C)(C)O3)=[N:39][N:38]([C:50]([C:63]3[CH:68]=[CH:67][CH:66]=[CH:65][CH:64]=3)([C:57]3[CH:62]=[CH:61][CH:60]=[CH:59][CH:58]=3)[C:51]3[CH:56]=[CH:55][CH:54]=[CH:53][CH:52]=3)[C:35]2=[N:36][CH:37]=1.CC(C1C=C(C(C)C)C(C2C=CC=CC=2P(C2CCCCC2)C2CCCCC2)=C(C(C)C)C=1)C, predict the reaction product.